This data is from Catalyst prediction with 721,799 reactions and 888 catalyst types from USPTO. The task is: Predict which catalyst facilitates the given reaction. (1) Reactant: Cl[C:2]1[N:7]=[C:6]([N:8]([C@H:10]([C:12]2[CH:17]=[CH:16][C:15]([F:18])=[CH:14][CH:13]=2)[CH3:11])[CH3:9])[CH:5]=[C:4]([C:19]2[CH:20]=[N:21][N:22]([CH3:24])[CH:23]=2)[CH:3]=1.[NH2:25][C:26]1[CH:31]=[N:30][CH:29]=[CH:28][N:27]=1.C1(P(C2CCCCC2)C2C=CC=CC=2C2C(C(C)C)=CC(C(C)C)=CC=2C(C)C)CCCCC1.CC(C)([O-])C.[Na+]. Product: [F:18][C:15]1[CH:16]=[CH:17][C:12]([C@@H:10]([N:8]([CH3:9])[C:6]2[CH:5]=[C:4]([C:19]3[CH:20]=[N:21][N:22]([CH3:24])[CH:23]=3)[CH:3]=[C:2]([NH:25][C:26]3[CH:31]=[N:30][CH:29]=[CH:28][N:27]=3)[N:7]=2)[CH3:11])=[CH:13][CH:14]=1. The catalyst class is: 11. (2) Reactant: [F:1][C:2]([F:29])([C:13]1[CH:18]=[CH:17][C:16]([C:19]2[CH:24]=[CH:23][C:22]([C:25]([F:28])([F:27])[F:26])=[CH:21][CH:20]=2)=[CH:15][CH:14]=1)[O:3][C:4]1[CH:9]=[CH:8][C:7]([F:10])=[CH:6][C:5]=1[CH2:11]O.C1(P(C2C=CC=CC=2)C2C=CC=CC=2)C=CC=CC=1.[Br:49]C(Br)(Br)Br. Product: [F:1][C:2]([O:3][C:4]1[CH:9]=[CH:8][C:7]([F:10])=[CH:6][C:5]=1[CH2:11][Br:49])([F:29])[C:13]1[CH:18]=[CH:17][C:16]([C:19]2[CH:24]=[CH:23][C:22]([C:25]([F:28])([F:27])[F:26])=[CH:21][CH:20]=2)=[CH:15][CH:14]=1. The catalyst class is: 4.